From a dataset of TCR-epitope binding with 47,182 pairs between 192 epitopes and 23,139 TCRs. Binary Classification. Given a T-cell receptor sequence (or CDR3 region) and an epitope sequence, predict whether binding occurs between them. (1) The epitope is ARMILMTHF. The TCR CDR3 sequence is CASTPDTVSGNTIYF. Result: 0 (the TCR does not bind to the epitope). (2) The epitope is LEPLVDLPI. The TCR CDR3 sequence is CASSELERGGLGDTQYF. Result: 0 (the TCR does not bind to the epitope).